Dataset: Forward reaction prediction with 1.9M reactions from USPTO patents (1976-2016). Task: Predict the product of the given reaction. (1) Given the reactants [CH2:1]([O:4][C:5]1[CH:6]=[C:7]([CH:12]=[CH:13][C:14]=1[CH:15]=[CH2:16])[C:8]([O:10][CH3:11])=[O:9])C=C, predict the reaction product. The product is: [O:4]1[C:5]2[C:14](=[CH:13][CH:12]=[C:7]([C:8]([O:10][CH3:11])=[O:9])[CH:6]=2)[CH:15]=[CH:16][CH2:1]1. (2) Given the reactants C([O:3][C:4](=[O:17])[C:5]([C:7]1[CH:12]=[CH:11][C:10]([S:13][CH:14]([CH3:16])[CH3:15])=[CH:9][CH:8]=1)=[O:6])C.[OH-].[Na+].Cl, predict the reaction product. The product is: [CH:14]([S:13][C:10]1[CH:11]=[CH:12][C:7]([C:5](=[O:6])[C:4]([OH:17])=[O:3])=[CH:8][CH:9]=1)([CH3:16])[CH3:15]. (3) Given the reactants [CH2:1]([C:8]1[C:9]([CH3:21])=[N:10][C:11]2[N:12]([N:15]=[CH:16][C:17]=2[C:18]([OH:20])=O)[C:13]=1[CH3:14])[C:2]1[CH:7]=[CH:6][CH:5]=[CH:4][CH:3]=1.C(N(CC)C(C)C)(C)C.CCCP1(OP(CCC)(=O)OP(CCC)(=O)O1)=O.[CH:49]([O:52][CH2:53][CH2:54][CH2:55][NH2:56])([CH3:51])[CH3:50], predict the reaction product. The product is: [CH2:1]([C:8]1[C:9]([CH3:21])=[N:10][C:11]2[N:12]([N:15]=[CH:16][C:17]=2[C:18]([NH:56][CH2:55][CH2:54][CH2:53][O:52][CH:49]([CH3:51])[CH3:50])=[O:20])[C:13]=1[CH3:14])[C:2]1[CH:3]=[CH:4][CH:5]=[CH:6][CH:7]=1. (4) The product is: [Cl:1][C:2]1[CH:7]=[C:6]([Cl:8])[CH:5]=[CH:4][C:3]=1[C:9]1[N:10]=[C:11]([CH:14]=[C:15]2[C:27]3[CH:26]=[CH:25][CH:24]=[CH:23][C:22]=3[C:21]3[C:16]2=[CH:17][CH:18]=[CH:19][CH:20]=3)[N:12]([CH2:29][C:30]([OH:32])=[O:31])[CH:13]=1. Given the reactants [Cl:1][C:2]1[CH:7]=[C:6]([Cl:8])[CH:5]=[CH:4][C:3]=1[C:9]1[N:10]=[C:11]([CH:14]=[C:15]2[C:27]3[CH:26]=[CH:25][CH:24]=[CH:23][C:22]=3[C:21]3[C:16]2=[CH:17][CH:18]=[CH:19][CH:20]=3)[NH:12][CH:13]=1.Br[CH2:29][C:30]([O:32]C)=[O:31], predict the reaction product. (5) Given the reactants Cl[C:2]1[C:7]([C:8]([F:11])([F:10])[F:9])=[CH:6][N:5]=[C:4]([NH:12][C:13]2[CH:27]=[CH:26][C:16]([CH2:17][P:18](=[O:25])([O:22][CH2:23][CH3:24])[O:19][CH2:20][CH3:21])=[CH:15][C:14]=2[O:28][CH3:29])[N:3]=1.[NH2:30][C:31]1[CH:32]=[CH:33][C:34]([CH2:42][N:43]2[CH2:47][CH2:46][CH2:45][CH2:44]2)=[C:35]2[C:39]=1[C:38](=[O:40])[N:37]([CH3:41])[CH2:36]2, predict the reaction product. The product is: [CH3:29][O:28][C:14]1[CH:15]=[C:16]([CH:26]=[CH:27][C:13]=1[NH:12][C:4]1[N:3]=[C:2]([NH:30][C:31]2[CH:32]=[CH:33][C:34]([CH2:42][N:43]3[CH2:47][CH2:46][CH2:45][CH2:44]3)=[C:35]3[C:39]=2[C:38](=[O:40])[N:37]([CH3:41])[CH2:36]3)[C:7]([C:8]([F:11])([F:10])[F:9])=[CH:6][N:5]=1)[CH2:17][P:18](=[O:25])([O:22][CH2:23][CH3:24])[O:19][CH2:20][CH3:21].